Dataset: Reaction yield outcomes from USPTO patents with 853,638 reactions. Task: Predict the reaction yield, written as a fraction of the theoretical maximum amount of product (1.0 means a 100% yield; for example, 0.34 means a 34% yield). The reactants are Br[C:2]1[CH:3]=[C:4]([O:24][C:25]2[C:26]([CH3:31])=[N:27][CH:28]=[CH:29][CH:30]=2)[C:5]([NH:8][C:9]2[S:13][N:12]=[C:11]([C@H:14]3[CH2:18][O:17][C:16]4([CH2:23][CH2:22][CH2:21][CH2:20][CH2:19]4)[O:15]3)[N:10]=2)=[N:6][CH:7]=1.[SH:32][CH2:33][CH2:34][C:35]([O:37][CH3:38])=[O:36].C(N(CC)C(C)C)(C)C. The catalyst is C1C=CC(/C=C/C(/C=C/C2C=CC=CC=2)=O)=CC=1.C1C=CC(/C=C/C(/C=C/C2C=CC=CC=2)=O)=CC=1.C1C=CC(/C=C/C(/C=C/C2C=CC=CC=2)=O)=CC=1.[Pd].[Pd]. The product is [O:15]1[C:16]2([CH2:23][CH2:22][CH2:21][CH2:20][CH2:19]2)[O:17][CH2:18][C@@H:14]1[C:11]1[N:10]=[C:9]([NH:8][C:5]2[N:6]=[CH:7][C:2]([S:32][CH2:33][CH2:34][C:35]([O:37][CH3:38])=[O:36])=[CH:3][C:4]=2[O:24][C:25]2[C:26]([CH3:31])=[N:27][CH:28]=[CH:29][CH:30]=2)[S:13][N:12]=1. The yield is 0.680.